This data is from Forward reaction prediction with 1.9M reactions from USPTO patents (1976-2016). The task is: Predict the product of the given reaction. (1) Given the reactants [OH:1][C:2]1[C:7]([O:8]C)=[CH:6][C:5]([C:10]#[N:11])=[C:4]([C:12]2[CH:17]=[C:16]([CH3:18])[CH:15]=[C:14]([CH3:19])[CH:13]=2)[C:3]=1[C:20]#[N:21].BrC1C(C#N)=C(O)C(OC)=CC=1C#N.CC1C=C(B(O)O)C=C(C)C=1, predict the reaction product. The product is: [OH:1][C:2]1[C:7]([OH:8])=[CH:6][C:5]([C:10]#[N:11])=[C:4]([C:12]2[CH:17]=[C:16]([CH3:18])[CH:15]=[C:14]([CH3:19])[CH:13]=2)[C:3]=1[C:20]#[N:21]. (2) Given the reactants [NH2:1][C:2]1[CH:18]=[C:17]([C:19]#[N:20])[CH:16]=[CH:15][C:3]=1[CH2:4][NH:5][C:6](=[O:14])[C:7]1[CH:12]=[CH:11][CH:10]=[C:9]([CH3:13])[CH:8]=1.Cl[CH2:22][C:23]([NH:25][CH3:26])=[O:24], predict the reaction product. The product is: [C:19]([C:17]1[CH:16]=[CH:15][C:3]([CH2:4][NH:5][C:6](=[O:14])[C:7]2[CH:12]=[CH:11][CH:10]=[C:9]([CH3:13])[CH:8]=2)=[C:2]([NH:1][CH2:22][C:23](=[O:24])[NH:25][CH3:26])[CH:18]=1)#[N:20]. (3) Given the reactants [ClH:1].O1CCOCC1.[N:8]1[CH:13]=[CH:12][CH:11]=[C:10]([O:14][CH2:15][CH:16]2[CH2:21][N:20](C(OC(C)(C)C)=O)[CH2:19][CH2:18][N:17]2[C:29]([O:31][CH:32]2[CH2:37][CH2:36][NH:35][CH2:34][CH2:33]2)=[O:30])[CH:9]=1, predict the reaction product. The product is: [ClH:1].[ClH:1].[ClH:1].[N:8]1[CH:13]=[CH:12][CH:11]=[C:10]([O:14][CH2:15][CH:16]2[CH2:21][NH:20][CH2:19][CH2:18][N:17]2[C:29]([O:31][CH:32]2[CH2:37][CH2:36][NH:35][CH2:34][CH2:33]2)=[O:30])[CH:9]=1. (4) Given the reactants [F:1][C:2]([F:20])([F:19])[C@@H:3]([OH:18])[CH2:4][N:5]1[CH2:10][CH2:9][O:8][CH:7]([C:11]2[CH:16]=[CH:15][C:14]([F:17])=[CH:13][CH:12]=2)[CH2:6]1.[Cl:21][C:22]1[CH:27]=[CH:26][C:25]([N:28]=[C:29]=[O:30])=[CH:24][CH:23]=1, predict the reaction product. The product is: [ClH:21].[F:20][C:2]([F:1])([F:19])[C@@H:3]([O:18][C:29](=[O:30])[NH:28][C:25]1[CH:26]=[CH:27][C:22]([Cl:21])=[CH:23][CH:24]=1)[CH2:4][N:5]1[CH2:10][CH2:9][O:8][CH:7]([C:11]2[CH:16]=[CH:15][C:14]([F:17])=[CH:13][CH:12]=2)[CH2:6]1. (5) Given the reactants [CH:1](=O)[CH2:2][CH2:3][CH2:4][CH:5]=O.[C:8]([NH:11][NH2:12])(=[O:10])[CH3:9].[H][H], predict the reaction product. The product is: [C:8]([NH:11][N:12]1[CH2:1][CH2:2][CH2:3][CH2:4][CH2:5]1)(=[O:10])[CH3:9].